The task is: Predict the product of the given reaction.. This data is from Forward reaction prediction with 1.9M reactions from USPTO patents (1976-2016). (1) Given the reactants [CH2:1]([C:6]1[CH:11]=[CH:10][C:9]([S:12]([NH:15][CH2:16][CH2:17][C:18]([OH:20])=O)(=[O:14])=[O:13])=[CH:8][CH:7]=1)[CH2:2][CH2:3][CH2:4][CH3:5].[OH:21][C:22]1[CH:23]=[C:24]([CH:28]=[CH:29][C:30]=1[NH2:31])[C:25]([OH:27])=[O:26].Cl, predict the reaction product. The product is: [OH:21][C:22]1[CH:23]=[C:24]([CH:28]=[CH:29][C:30]=1[NH:31][C:18](=[O:20])[CH2:17][CH2:16][NH:15][S:12]([C:9]1[CH:8]=[CH:7][C:6]([CH2:1][CH2:2][CH2:3][CH2:4][CH3:5])=[CH:11][CH:10]=1)(=[O:13])=[O:14])[C:25]([OH:27])=[O:26]. (2) Given the reactants COC1C=C(C)C(S(N2CCCCC2COCC(O)=O)(=O)=O)=C(C)C=1.N1C=CC=C(C2(O)CCNCC2)C=1.C(=O)(O)[O-].[Na+].[OH:44][C:45]1([C:75]2[CH:76]=[N:77][CH:78]=[CH:79][CH:80]=2)[CH2:50][CH2:49][N:48]([C:51](=[O:74])[CH2:52][O:53][CH2:54][CH:55]2[CH2:60][CH2:59][CH2:58][CH2:57][N:56]2[S:61]([C:64]2[C:69]([CH3:70])=[CH:68][C:67]([O:71][CH3:72])=[CH:66][C:65]=2[CH3:73])(=[O:63])=[O:62])[CH2:47][CH2:46]1.[Cl:81][Si](C)(C)C, predict the reaction product. The product is: [ClH:81].[OH:44][C:45]1([C:75]2[CH:76]=[N:77][CH:78]=[CH:79][CH:80]=2)[CH2:50][CH2:49][N:48]([C:51](=[O:74])[CH2:52][O:53][CH2:54][CH:55]2[CH2:60][CH2:59][CH2:58][CH2:57][N:56]2[S:61]([C:64]2[C:65]([CH3:73])=[CH:66][C:67]([O:71][CH3:72])=[CH:68][C:69]=2[CH3:70])(=[O:62])=[O:63])[CH2:47][CH2:46]1. (3) Given the reactants C1(N2C(=O)C3=CNC4C=CC(N5CCNCC5)=NC=4C3=N2)C=CC=CC=1.F[C:28]1[CH:37]=[CH:36][C:35]2[NH:34][CH:33]=[C:32]3[C:38](=[O:47])[N:39]([C:41]4[CH:46]=[CH:45][CH:44]=[CH:43][N:42]=4)[N:40]=[C:31]3[C:30]=2[N:29]=1.[CH3:48][CH:49]1[CH2:54][NH:53][CH2:52][CH2:51][NH:50]1.N1CCNCC1, predict the reaction product. The product is: [CH3:48][CH:49]1[NH:50][CH2:51][CH2:52][N:53]([C:28]2[CH:37]=[CH:36][C:35]3[NH:34][CH:33]=[C:32]4[C:38](=[O:47])[N:39]([C:41]5[CH:46]=[CH:45][CH:44]=[CH:43][N:42]=5)[N:40]=[C:31]4[C:30]=3[N:29]=2)[CH2:54]1.